Task: Predict the reactants needed to synthesize the given product.. Dataset: Retrosynthesis with 50K atom-mapped reactions and 10 reaction types from USPTO (1) Given the product CC(O)(C#Cc1cc2c(cc1F)OCCn1cc(C(N)=O)nc1-2)C(N)=O, predict the reactants needed to synthesize it. The reactants are: COC(=O)C(C)(O)C#Cc1cc2c(cc1F)OCCn1cc(C(N)=O)nc1-2.NC(=O)c1cn2c(n1)-c1cc(Br)c(F)cc1OCC2. (2) Given the product CC(C)C[C@@H](CO)N[C@@H](c1ccc(Br)cc1)C(F)F, predict the reactants needed to synthesize it. The reactants are: CC(C)C[C@@H](CO[Si](C)(C)C(C)(C)C)N[C@@H](c1ccc(Br)cc1)C(F)F. (3) Given the product CCN(Cc1cc(Br)ccc1O)c1ccc(C#N)nn1, predict the reactants needed to synthesize it. The reactants are: CCNCc1cc(Br)ccc1O.N#Cc1ccc(Cl)nn1. (4) The reactants are: C1=COCCC1.CSc1nccc(CO)n1. Given the product CSc1nccc(COC2CCCCO2)n1, predict the reactants needed to synthesize it. (5) Given the product CN1CCC(c2c[nH]c3ccc(NC(=O)c4ccc(I)cc4)cc23)CC1, predict the reactants needed to synthesize it. The reactants are: CN1CCC(c2c[nH]c3ccc(N)cc23)CC1.O=C(O)c1ccc(I)cc1. (6) Given the product C=C(C)C(=O)[C@H](CC1=CCCC1)NC(=O)OC(C)(C)C, predict the reactants needed to synthesize it. The reactants are: C=C(C)[Mg+].CON(C)C(=O)[C@H](CC1=CCCC1)NC(=O)OC(C)(C)C. (7) Given the product CCc1c[nH]c2ncc3cnn(C)c3c12, predict the reactants needed to synthesize it. The reactants are: CCc1c[nH]c2ncc(C=O)c(Cl)c12.CNN. (8) Given the product CSc1ccc(N2CCN(c3c(C)c(C)c4c(c3C)CC(C)(C)O4)CC2)cc1, predict the reactants needed to synthesize it. The reactants are: CSc1ccc(Br)cc1.Cc1c(C)c(N2CCNCC2)c(C)c2c1OC(C)(C)C2. (9) Given the product C#CCS(=O)c1c(O)cc(C)oc1=O, predict the reactants needed to synthesize it. The reactants are: C#CCSc1c(O)cc(C)oc1=O.OO.